Predict the reactants needed to synthesize the given product. From a dataset of Retrosynthesis with 50K atom-mapped reactions and 10 reaction types from USPTO. (1) The reactants are: CC(C)(C)OC(=O)Nc1nc(CCOc2ccc([N+](=O)[O-])cn2)cs1. Given the product CC(C)(C)OC(=O)Nc1nc(CCOc2ccc(N)cn2)cs1, predict the reactants needed to synthesize it. (2) Given the product CN1C(=O)C(c2cccc(Br)c2)(c2cccc(OS(=O)(=O)N(C)C)c2)NC1=S, predict the reactants needed to synthesize it. The reactants are: CN(C)S(=O)(=O)Cl.CN1C(=O)C(c2cccc(O)c2)(c2cccc(Br)c2)NC1=S. (3) Given the product O=C(O)C1CCCC1=O, predict the reactants needed to synthesize it. The reactants are: COC(=O)C1CCCC1=O.